This data is from NCI-60 drug combinations with 297,098 pairs across 59 cell lines. The task is: Regression. Given two drug SMILES strings and cell line genomic features, predict the synergy score measuring deviation from expected non-interaction effect. (1) Drug 1: CN(CCCl)CCCl.Cl. Drug 2: COCCOC1=C(C=C2C(=C1)C(=NC=N2)NC3=CC=CC(=C3)C#C)OCCOC.Cl. Cell line: RXF 393. Synergy scores: CSS=2.03, Synergy_ZIP=-1.86, Synergy_Bliss=-2.10, Synergy_Loewe=1.71, Synergy_HSA=-1.05. (2) Drug 1: CCCCCOC(=O)NC1=NC(=O)N(C=C1F)C2C(C(C(O2)C)O)O. Drug 2: CC12CCC3C(C1CCC2O)C(CC4=C3C=CC(=C4)O)CCCCCCCCCS(=O)CCCC(C(F)(F)F)(F)F. Cell line: KM12. Synergy scores: CSS=-5.98, Synergy_ZIP=5.71, Synergy_Bliss=9.64, Synergy_Loewe=-2.06, Synergy_HSA=-0.983. (3) Drug 1: C1CN1C2=NC(=NC(=N2)N3CC3)N4CC4. Drug 2: COCCOC1=C(C=C2C(=C1)C(=NC=N2)NC3=CC=CC(=C3)C#C)OCCOC.Cl. Cell line: A498. Synergy scores: CSS=33.6, Synergy_ZIP=-9.53, Synergy_Bliss=-5.41, Synergy_Loewe=0.654, Synergy_HSA=2.04. (4) Cell line: T-47D. Drug 2: CCN(CC)CCCC(C)NC1=C2C=C(C=CC2=NC3=C1C=CC(=C3)Cl)OC. Synergy scores: CSS=24.8, Synergy_ZIP=-11.0, Synergy_Bliss=-6.79, Synergy_Loewe=-12.5, Synergy_HSA=-5.39. Drug 1: COC1=CC(=CC(=C1O)OC)C2C3C(COC3=O)C(C4=CC5=C(C=C24)OCO5)OC6C(C(C7C(O6)COC(O7)C8=CC=CS8)O)O. (5) Drug 1: CNC(=O)C1=CC=CC=C1SC2=CC3=C(C=C2)C(=NN3)C=CC4=CC=CC=N4. Drug 2: C1=NC2=C(N1)C(=S)N=CN2. Cell line: OVCAR3. Synergy scores: CSS=8.89, Synergy_ZIP=-17.4, Synergy_Bliss=-31.7, Synergy_Loewe=-47.5, Synergy_HSA=-33.8. (6) Drug 1: C1CCC(C(C1)N)N.C(=O)(C(=O)[O-])[O-].[Pt+4]. Drug 2: CC12CCC3C(C1CCC2OP(=O)(O)O)CCC4=C3C=CC(=C4)OC(=O)N(CCCl)CCCl.[Na+]. Cell line: SNB-75. Synergy scores: CSS=6.17, Synergy_ZIP=-4.23, Synergy_Bliss=-0.596, Synergy_Loewe=-1.39, Synergy_HSA=-1.03. (7) Drug 1: CCCCC(=O)OCC(=O)C1(CC(C2=C(C1)C(=C3C(=C2O)C(=O)C4=C(C3=O)C=CC=C4OC)O)OC5CC(C(C(O5)C)O)NC(=O)C(F)(F)F)O. Drug 2: C1=NNC2=C1C(=O)NC=N2. Cell line: ACHN. Synergy scores: CSS=56.9, Synergy_ZIP=-2.35, Synergy_Bliss=-3.05, Synergy_Loewe=-1.98, Synergy_HSA=-0.901. (8) Drug 1: C1=NC2=C(N=C(N=C2N1C3C(C(C(O3)CO)O)O)F)N. Drug 2: CC1CCCC2(C(O2)CC(NC(=O)CC(C(C(=O)C(C1O)C)(C)C)O)C(=CC3=CSC(=N3)C)C)C. Cell line: MDA-MB-231. Synergy scores: CSS=35.2, Synergy_ZIP=-1.77, Synergy_Bliss=-2.16, Synergy_Loewe=-5.97, Synergy_HSA=-0.906. (9) Drug 1: CS(=O)(=O)OCCCCOS(=O)(=O)C. Drug 2: CC(C)(C#N)C1=CC(=CC(=C1)CN2C=NC=N2)C(C)(C)C#N. Cell line: CCRF-CEM. Synergy scores: CSS=9.03, Synergy_ZIP=2.02, Synergy_Bliss=8.56, Synergy_Loewe=1.60, Synergy_HSA=1.65.